Binary Classification. Given a T-cell receptor sequence (or CDR3 region) and an epitope sequence, predict whether binding occurs between them. From a dataset of TCR-epitope binding with 47,182 pairs between 192 epitopes and 23,139 TCRs. The epitope is IVTDFSVIK. The TCR CDR3 sequence is CASSSGTGVDTEAFF. Result: 0 (the TCR does not bind to the epitope).